This data is from CYP2C19 inhibition data for predicting drug metabolism from PubChem BioAssay. The task is: Regression/Classification. Given a drug SMILES string, predict its absorption, distribution, metabolism, or excretion properties. Task type varies by dataset: regression for continuous measurements (e.g., permeability, clearance, half-life) or binary classification for categorical outcomes (e.g., BBB penetration, CYP inhibition). Dataset: cyp2c19_veith. (1) The result is 0 (non-inhibitor). The molecule is Cn1cnc2c1c(=O)[nH]c(=O)n2C. (2) The result is 1 (inhibitor). The compound is CN(C1CCCCC1)S(=O)(=O)c1ccc(NC(=S)NC(=O)c2cccs2)cc1. (3) The molecule is C[C@@]12CCC(=O)C=C1CC[C@@H]1[C@@H]2[C@H](O)C[C@]2(C)[C@@H]1CC[C@]2(O)C(=O)CO. The result is 0 (non-inhibitor). (4) The molecule is O=C(O)c1ccc(S(=O)(=O)NC2CCCc3ccccc32)cc1. The result is 0 (non-inhibitor). (5) The drug is CCOc1ccc(-c2nnc(-c3ccncc3)o2)cc1. The result is 1 (inhibitor). (6) The compound is O=C(O)c1nn(-c2ccccc2)nc1-c1nn(-c2ccccc2)nc1C(=O)O. The result is 0 (non-inhibitor). (7) The compound is C[C@@H]([C@H](O)c1ccc(O)cc1)N1CCC(Cc2ccccc2)CC1.O=C(O)[C@@H](O)[C@@H](O)C(=O)O. The result is 0 (non-inhibitor). (8) The molecule is Cc1nn(CCOc2ccccc2)c(=O)n1-c1ccc(F)cc1. The result is 1 (inhibitor). (9) The drug is COCCn1c(=O)c(-c2ccccc2)nc2cnc(OC)nc21. The result is 0 (non-inhibitor).